From a dataset of Reaction yield outcomes from USPTO patents with 853,638 reactions. Predict the reaction yield, written as a fraction of the theoretical maximum amount of product (1.0 means a 100% yield; for example, 0.34 means a 34% yield). (1) The reactants are [C:1]([C:3]1[CH:20]=[CH:19][C:6]2[CH2:7][CH2:8][N:9]([C:12]([O:14][C:15]([CH3:18])([CH3:17])[CH3:16])=[O:13])[CH2:10][CH2:11][C:5]=2[CH:4]=1)#[N:2].Cl.[NH2:22][OH:23].C(=O)(O)[O-].[Na+]. The catalyst is C(O)C. The product is [OH:23][NH:22][C:1](=[NH:2])[C:3]1[CH:20]=[CH:19][C:6]2[CH2:7][CH2:8][N:9]([C:12]([O:14][C:15]([CH3:17])([CH3:18])[CH3:16])=[O:13])[CH2:10][CH2:11][C:5]=2[CH:4]=1. The yield is 0.930. (2) The reactants are [C:1]1([C:7]2[CH:8]=[C:9]3[C:13](=[CH:14][CH:15]=2)[NH:12][C:11](=[O:16])[CH2:10]3)[CH:6]=[CH:5][CH:4]=[CH:3][CH:2]=1.[CH2:17]([N:19]([CH2:34][CH3:35])[CH2:20][CH2:21][NH:22][C:23]([C:25]1[C:29]([CH3:30])=[C:28]([CH:31]=O)[NH:27][C:26]=1[CH3:33])=[O:24])[CH3:18]. No catalyst specified. The product is [CH2:34]([N:19]([CH2:17][CH3:18])[CH2:20][CH2:21][NH:22][C:23]([C:25]1[C:29]([CH3:30])=[C:28]([CH:31]=[C:10]2[C:9]3[C:13](=[CH:14][CH:15]=[C:7]([C:1]4[CH:2]=[CH:3][CH:4]=[CH:5][CH:6]=4)[CH:8]=3)[NH:12][C:11]2=[O:16])[NH:27][C:26]=1[CH3:33])=[O:24])[CH3:35]. The yield is 0.460. (3) The product is [C:1]([O:5][C:6]([N:8]1[CH2:13][C:12]([CH3:15])([CH3:14])[N:11]([CH2:16][C:17]2[CH:22]=[C:21]([C:41]3[CH:42]=[CH:43][C:44]([OH:45])=[C:39]([F:38])[CH:40]=3)[N:20]=[C:19]3[N:24]([CH:28]4[CH2:33][CH2:32][CH2:31][CH2:30][O:29]4)[N:25]=[C:26]([CH3:27])[C:18]=23)[CH2:10][C:9]1([CH2:36][CH3:37])[CH2:34][CH3:35])=[O:7])([CH3:4])([CH3:3])[CH3:2]. The reactants are [C:1]([O:5][C:6]([N:8]1[CH2:13][C:12]([CH3:15])([CH3:14])[N:11]([CH2:16][C:17]2[CH:22]=[C:21](Br)[N:20]=[C:19]3[N:24]([CH:28]4[CH2:33][CH2:32][CH2:31][CH2:30][O:29]4)[N:25]=[C:26]([CH3:27])[C:18]=23)[CH2:10][C:9]1([CH2:36][CH3:37])[CH2:34][CH3:35])=[O:7])([CH3:4])([CH3:3])[CH3:2].[F:38][C:39]1[CH:40]=[C:41](B(O)O)[CH:42]=[CH:43][C:44]=1[OH:45].O.C(=O)([O-])[O-].[K+].[K+]. The yield is 0.340. The catalyst is C(OCC)(=O)C.CC(C)([P](C(C)(C)C)([Pd][P](C(C)(C)C)(C(C)(C)C)C(C)(C)C)C(C)(C)C)C. (4) The reactants are C(OC([N:8]1[C:12]2[CH:13]=[CH:14][N:15]=[CH:16][C:11]=2[C:10]2[CH:17]=[CH:18][C:19]([C:21]3[CH:22]=[N:23][C:24]([F:27])=[CH:25][CH:26]=3)=[N:20][C:9]1=2)=O)(C)(C)C.FC(F)(F)C(O)=O.C(N(CC)CC)C. The catalyst is ClCCl. The product is [F:27][C:24]1[N:23]=[CH:22][C:21]([C:19]2[CH:18]=[CH:17][C:10]3[C:11]4[CH:16]=[N:15][CH:14]=[CH:13][C:12]=4[NH:8][C:9]=3[N:20]=2)=[CH:26][CH:25]=1. The yield is 0.880.